From a dataset of Forward reaction prediction with 1.9M reactions from USPTO patents (1976-2016). Predict the product of the given reaction. (1) Given the reactants N#N.FC(F)(F)S(O[C:9]1[C:14]([N:15]([CH3:20])[S:16]([CH3:19])(=[O:18])=[O:17])=[CH:13][N:12]2[N:21]=[C:22]([C:28]3[CH:33]=[CH:32][C:31]([F:34])=[CH:30][CH:29]=3)[C:23]([C:24](=[O:27])[NH:25][CH3:26])=[C:11]2[CH:10]=1)(=O)=O.CC([O-])=O.[K+].[B:42]1([B:42]2[O:46][C:45]([CH3:48])([CH3:47])[C:44]([CH3:50])([CH3:49])[O:43]2)[O:46][C:45]([CH3:48])([CH3:47])[C:44]([CH3:50])([CH3:49])[O:43]1, predict the reaction product. The product is: [F:34][C:31]1[CH:32]=[CH:33][C:28]([C:22]2[C:23]([C:24]([NH:25][CH3:26])=[O:27])=[C:11]3[CH:10]=[C:9]([B:42]4[O:46][C:45]([CH3:48])([CH3:47])[C:44]([CH3:50])([CH3:49])[O:43]4)[C:14]([N:15]([CH3:20])[S:16]([CH3:19])(=[O:17])=[O:18])=[CH:13][N:12]3[N:21]=2)=[CH:29][CH:30]=1. (2) Given the reactants [O:1]1[CH:5]=[CH:4][CH:3]=[C:2]1[CH2:6][NH:7][C:8]1[CH:9]=[C:10]([C:32]([O:34]CC)=[O:33])[C:11]2[C:16]([CH3:17])=[N:15][N:14]([CH2:18][C:19]3[CH:24]=[CH:23][C:22]([O:25][C:26]4[CH:31]=[CH:30][CH:29]=[CH:28][CH:27]=4)=[CH:21][CH:20]=3)[C:12]=2[N:13]=1.[OH-].[Na+], predict the reaction product. The product is: [O:1]1[CH:5]=[CH:4][CH:3]=[C:2]1[CH2:6][NH:7][C:8]1[CH:9]=[C:10]([C:32]([OH:34])=[O:33])[C:11]2[C:16]([CH3:17])=[N:15][N:14]([CH2:18][C:19]3[CH:24]=[CH:23][C:22]([O:25][C:26]4[CH:31]=[CH:30][CH:29]=[CH:28][CH:27]=4)=[CH:21][CH:20]=3)[C:12]=2[N:13]=1. (3) Given the reactants [CH3:1][CH:2]1[CH2:7][CH2:6][CH2:5][CH2:4][CH:3]1[C:8]1[S:12][N:11]=[C:10](SC)[N:9]=1.Cl[C:16]1C=C(C=CC=1)C(OO)=O.[S:26]([O-:29])(O)=[O:27].[Na+], predict the reaction product. The product is: [CH3:16][S:26]([C:10]1[N:9]=[C:8]([CH:3]2[CH2:4][CH2:5][CH2:6][CH2:7][CH:2]2[CH3:1])[S:12][N:11]=1)(=[O:29])=[O:27]. (4) Given the reactants [CH:1]1([CH2:4][OH:5])[CH2:3][CH2:2]1.[H-].[Na+].[Br:8][C:9]1[C:10](Cl)=[N:11][CH:12]=[C:13]([S:15]([CH3:18])(=[O:17])=[O:16])[CH:14]=1, predict the reaction product. The product is: [Br:8][C:9]1[C:10]([O:5][CH2:4][CH:1]2[CH2:3][CH2:2]2)=[N:11][CH:12]=[C:13]([S:15]([CH3:18])(=[O:16])=[O:17])[CH:14]=1. (5) Given the reactants Cl.[CH2:2]([O:9][C:10](=[O:34])[NH:11][C:12]1[C:17]([F:18])=[CH:16][C:15]([CH2:19][C@H:20]2[C@H:25]([OH:26])[C@@H:24]([NH2:27])[CH2:23][S:22](=[O:29])(=[O:28])[CH2:21]2)=[CH:14][C:13]=1[CH2:30][CH2:31][CH2:32][CH3:33])[C:3]1[CH:8]=[CH:7][CH:6]=[CH:5][CH:4]=1.[C:35]([C:39]1[CH:40]=[C:41]([CH:44]=[CH:45][CH:46]=1)[CH:42]=O)([CH3:38])([CH3:37])[CH3:36], predict the reaction product. The product is: [CH2:2]([O:9][C:10](=[O:34])[NH:11][C:12]1[C:17]([F:18])=[CH:16][C:15]([CH2:19][C@H:20]2[C@H:25]([OH:26])[C@@H:24]([NH:27][CH2:42][C:41]3[CH:44]=[CH:45][CH:46]=[C:39]([C:35]([CH3:38])([CH3:37])[CH3:36])[CH:40]=3)[CH2:23][S:22](=[O:28])(=[O:29])[CH2:21]2)=[CH:14][C:13]=1[CH2:30][CH2:31][CH2:32][CH3:33])[C:3]1[CH:4]=[CH:5][CH:6]=[CH:7][CH:8]=1. (6) The product is: [N+:12]([C:15]1[CH:16]=[C:17]([NH:18][C:2]2[CH:7]=[CH:6][CH:5]=[CH:4][C:3]=2[CH2:8][C:9]([OH:11])=[O:10])[CH:19]=[CH:20][C:21]=1[CH3:22])([O-:14])=[O:13]. Given the reactants Br[C:2]1[CH:7]=[CH:6][CH:5]=[CH:4][C:3]=1[CH2:8][C:9]([OH:11])=[O:10].[N+:12]([C:15]1[CH:16]=[C:17]([CH:19]=[CH:20][C:21]=1[CH3:22])[NH2:18])([O-:14])=[O:13], predict the reaction product. (7) Given the reactants [F:1][C:2]1[CH:9]=[C:8](Br)[CH:7]=[C:6]([F:11])[C:3]=1[CH:4]=[O:5].CC(N(C)C)=O.[C:18]([O:22][CH3:23])(=[O:21])[CH:19]=[CH2:20].[S:24](=[O:27])([OH:26])[O-:25].[Na+:28], predict the reaction product. The product is: [F:1][C:2]1[CH:9]=[C:8](/[CH:20]=[CH:19]/[C:18]([O:22][CH3:23])=[O:21])[CH:7]=[C:6]([F:11])[C:3]=1[CH:4]([OH:5])[S:24]([O-:27])(=[O:26])=[O:25].[Na+:28].